This data is from Catalyst prediction with 721,799 reactions and 888 catalyst types from USPTO. The task is: Predict which catalyst facilitates the given reaction. (1) Reactant: [C:1](=O)([O-])[O-].[Cs+].[Cs+].IC.[O:9]=[C:10]1[CH:24]([CH2:25][C:26]([O:28]C(C)(C)C)=[O:27])[C:23]2[N:22]=[CH:21][N:14]3[CH2:15][C:16](=[O:20])[CH2:17][CH2:18][NH:19][C:12]([C:13]=23)=[CH:11]1. Product: [CH3:1][CH:15]1[N:14]2[CH:21]=[N:22][C:23]3[CH:24]([CH2:25][C:26]([OH:28])=[O:27])[C:10](=[O:9])[CH:11]=[C:12]([C:13]=32)[NH:19][CH2:18][CH2:17][C:16]1=[O:20]. The catalyst class is: 3. (2) Reactant: Br[C:2]1[CH:7]=[CH:6][C:5]([F:8])=[C:4]([F:9])[CH:3]=1.[F:10][C:11]1[CH:34]=[CH:33][C:14]([O:15][C:16]2[C:17](=[O:32])[NH:18][N:19]=[CH:20][C:21]=2[C:22]2[CH:27]=[CH:26][C:25]([S:28]([CH3:31])(=[O:30])=[O:29])=[CH:24][CH:23]=2)=[CH:13][CH:12]=1.N. Product: [F:9][C:4]1[CH:3]=[C:2]([N:18]2[C:17](=[O:32])[C:16]([O:15][C:14]3[CH:33]=[CH:34][C:11]([F:10])=[CH:12][CH:13]=3)=[C:21]([C:22]3[CH:27]=[CH:26][C:25]([S:28]([CH3:31])(=[O:29])=[O:30])=[CH:24][CH:23]=3)[CH:20]=[N:19]2)[CH:7]=[CH:6][C:5]=1[F:8]. The catalyst class is: 6. (3) Reactant: NC1C(OCC2C=CC=CC=2)=CC(C(O)=O)=CN=1.[NH2:19][C:20]1[N:25]=[CH:24][C:23]([C:26]2[CH:31]=[CH:30][C:29]([C:32]([N:34]3[CH2:38][CH2:37][CH2:36][C@@H:35]3[CH2:39][N:40]3[CH2:44][CH2:43][CH2:42][CH2:41]3)=[O:33])=[CH:28][CH:27]=2)=[CH:22][C:21]=1[O:45][CH2:46][C:47]1[CH:52]=[CH:51][CH:50]=[CH:49][CH:48]=1. Product: [NH2:19][C:20]1[N:25]=[CH:24][C:23]([C:26]2[CH:27]=[CH:28][C:29]([C:32]([N:34]3[CH2:38][CH2:37][CH2:36][C@@H:35]3[CH2:39][N:40]3[CH2:41][CH2:42][CH2:43][CH2:44]3)=[O:33])=[CH:30][CH:31]=2)=[CH:22][C:21]=1[O:45][CH2:46][C:47]1[CH:48]=[CH:49][CH:50]=[CH:51][CH:52]=1.[NH2:19][C:20]1[N:25]=[CH:24][C:23]([C:26]2[CH:27]=[CH:28][C:29]([C:32]([N:34]3[CH2:38][CH2:37][CH2:36][C@@H:35]3[CH2:39][N:40]3[CH2:44][CH2:43][CH2:42][CH2:41]3)=[O:33])=[CH:30][CH:31]=2)=[CH:22][C:21]=1[OH:45]. The catalyst class is: 19. (4) Reactant: [Br:1]N1C(C)(C)C(=O)N(Br)C1=O.C1([C@H](N)C)C=CC=CC=1.[C@H:21]1([C:27]([OH:29])=[O:28])[CH2:26][CH2:25][CH:24]=[CH:23][CH2:22]1.C(OCC)(=O)C.S([O-])([O-])(=O)=S.[Na+].[Na+]. Product: [Br:1][C@@H:24]1[C@@H:25]2[CH2:26][C@@H:21]([C:27](=[O:29])[O:28]2)[CH2:22][CH2:23]1. The catalyst class is: 10. (5) Reactant: CS(Cl)(=O)=O.[F:6][C:7]([F:21])([F:20])[C:8]1[CH:19]=[CH:18][C:11]([CH2:12][N:13]2[CH2:16][CH:15]([OH:17])[CH2:14]2)=[CH:10][CH:9]=1.C(N(CC)CC)C.[Br:29][C:30]1[CH:35]=[CH:34][C:33](O)=[CH:32][CH:31]=1.[H-].[Na+]. Product: [Br:29][C:30]1[CH:35]=[CH:34][C:33]([O:17][CH:15]2[CH2:16][N:13]([CH2:12][C:11]3[CH:18]=[CH:19][C:8]([C:7]([F:20])([F:6])[F:21])=[CH:9][CH:10]=3)[CH2:14]2)=[CH:32][CH:31]=1. The catalyst class is: 118. (6) Reactant: [Cl:1][C:2]1[CH:3]=[CH:4][C:5]2[N:6]([C:8]([CH:11]([C:13]3[CH:21]=[CH:20][C:19]4[C:15](=[CH:16][N:17]([CH2:22][O:23][CH2:24][CH2:25][Si:26]([CH3:29])([CH3:28])[CH3:27])[N:18]=4)[CH:14]=3)[OH:12])=[CH:9][N:10]=2)[N:7]=1.I(C1C=CC=CC=1C(O)=O)(=O)=O. Product: [Cl:1][C:2]1[CH:3]=[CH:4][C:5]2[N:6]([C:8]([C:11]([C:13]3[CH:21]=[CH:20][C:19]4[C:15](=[CH:16][N:17]([CH2:22][O:23][CH2:24][CH2:25][Si:26]([CH3:29])([CH3:28])[CH3:27])[N:18]=4)[CH:14]=3)=[O:12])=[CH:9][N:10]=2)[N:7]=1. The catalyst class is: 21. (7) Product: [Br:1][C:2]1[CH:7]=[CH:6][C:5]([N:8]2[C:9]3[C:10](=[CH:11][C:12]4[S:16][CH:15]=[N:14][C:13]=4[C:17]=3[F:18])[NH:42][C:45]2=[O:30])=[C:4]([Cl:22])[CH:3]=1. Reactant: [Br:1][C:2]1[CH:7]=[CH:6][C:5]([NH:8][C:9]2[C:10](C(O)=O)=[CH:11][C:12]3[S:16][CH:15]=[N:14][C:13]=3[C:17]=2[F:18])=[C:4]([Cl:22])[CH:3]=1.C1C=CC(P(N=[N+]=[N-])(C2C=CC=CC=2)=[O:30])=CC=1.C([N:42]([CH2:45]C)CC)C. The catalyst class is: 218.